Dataset: Reaction yield outcomes from USPTO patents with 853,638 reactions. Task: Predict the reaction yield, written as a fraction of the theoretical maximum amount of product (1.0 means a 100% yield; for example, 0.34 means a 34% yield). (1) The reactants are Cl[C:2]1[N:7]=[C:6]([C:8]2[N:12]3[CH:13]=[CH:14][CH:15]=[CH:16][C:11]3=[N:10][C:9]=2[C:17]2[CH:18]=[CH:19][C:20]([O:34][CH3:35])=[C:21]([CH:33]=2)[C:22]([NH:24][C:25]2[C:30]([F:31])=[CH:29][CH:28]=[CH:27][C:26]=2[F:32])=[O:23])[CH:5]=[CH:4][N:3]=1.[CH3:36][C:37]1[C:38]([N:47]2[CH2:52][CH2:51][N:50]([CH2:53][CH2:54][S:55]([CH3:58])(=[O:57])=[O:56])[CH2:49][CH2:48]2)=[CH:39][C:40]([O:44][CH2:45][CH3:46])=[C:41]([NH2:43])[CH:42]=1.C1(C)C=CC(S(O)(=O)=O)=CC=1. The catalyst is C(O)C(F)(F)F. The product is [F:32][C:26]1[CH:27]=[CH:28][CH:29]=[C:30]([F:31])[C:25]=1[NH:24][C:22](=[O:23])[C:21]1[CH:33]=[C:17]([C:9]2[N:10]=[C:11]3[CH:16]=[CH:15][CH:14]=[CH:13][N:12]3[C:8]=2[C:6]2[CH:5]=[CH:4][N:3]=[C:2]([NH:43][C:41]3[CH:42]=[C:37]([CH3:36])[C:38]([N:47]4[CH2:52][CH2:51][N:50]([CH2:53][CH2:54][S:55]([CH3:58])(=[O:57])=[O:56])[CH2:49][CH2:48]4)=[CH:39][C:40]=3[O:44][CH2:45][CH3:46])[N:7]=2)[CH:18]=[CH:19][C:20]=1[O:34][CH3:35]. The yield is 0.310. (2) The reactants are [CH3:1][N:2]1[C:6]([C:7]2[CH:8]=[C:9]([C:15]([O:17]C)=[O:16])[S:10][C:11]=2[CH2:12][CH2:13][CH3:14])=[CH:5][CH:4]=[N:3]1.[Cl:19]N1C(=O)CCC1=O.[OH-].[Na+]. The catalyst is O1CCCC1. The product is [Cl:19][C:5]1[CH:4]=[N:3][N:2]([CH3:1])[C:6]=1[C:7]1[CH:8]=[C:9]([C:15]([OH:17])=[O:16])[S:10][C:11]=1[CH2:12][CH2:13][CH3:14]. The yield is 0.930. (3) The reactants are [OH:1][CH2:2][CH2:3][CH2:4][C@@:5]1([C:29]2[CH:34]=[CH:33][CH:32]=[CH:31][CH:30]=2)[O:10][C:9](=[O:11])[N:8]([C@H:12]([C:14]2[CH:19]=[CH:18][C:17](B3OC(C)(C)C(C)(C)O3)=[CH:16][CH:15]=2)[CH3:13])[CH2:7][CH2:6]1.Br[C:36]1[CH:41]=[CH:40][N:39]([CH3:42])[C:38](=[O:43])[CH:37]=1.C([O-])([O-])=O.[Cs+].[Cs+]. The catalyst is O1CCOCC1.Cl[Pd](Cl)([P](C1C=CC=CC=1)(C1C=CC=CC=1)C1C=CC=CC=1)[P](C1C=CC=CC=1)(C1C=CC=CC=1)C1C=CC=CC=1. The product is [OH:1][CH2:2][CH2:3][CH2:4][C@@:5]1([C:29]2[CH:30]=[CH:31][CH:32]=[CH:33][CH:34]=2)[O:10][C:9](=[O:11])[N:8]([C@H:12]([C:14]2[CH:19]=[CH:18][C:17]([C:36]3[CH:41]=[CH:40][N:39]([CH3:42])[C:38](=[O:43])[CH:37]=3)=[CH:16][CH:15]=2)[CH3:13])[CH2:7][CH2:6]1. The yield is 0.510. (4) The reactants are N([O-])=O.[Na+].N[C:6]1[CH:15]=[C:14]2[C:9]([CH2:10][CH2:11][C:12](=[O:16])[NH:13]2)=[CH:8][CH:7]=1.[ClH:17].[S:18](=[O:20])=[O:19]. The catalyst is O.[Cu]Cl.C(O)(=O)C. The product is [O:16]=[C:12]1[CH2:11][CH2:10][C:9]2[C:14](=[CH:15][C:6]([S:18]([Cl:17])(=[O:20])=[O:19])=[CH:7][CH:8]=2)[NH:13]1. The yield is 0.450. (5) The yield is 0.945. The product is [NH2:28][C@@H:18]1[CH2:19][C@H:20]([N:23]([CH:25]([CH3:27])[CH3:26])[CH3:24])[CH2:21][CH2:22][C@@H:17]1[N:14]1[CH2:15][CH2:16][C@H:12]([NH:11][C:9](=[O:10])[O:8][CH2:1][C:2]2[CH:3]=[CH:4][CH:5]=[CH:6][CH:7]=2)[C:13]1=[O:38]. The catalyst is ClCCl. The reactants are [CH2:1]([O:8][C:9]([NH:11][C@H:12]1[CH2:16][CH2:15][N:14]([C@H:17]2[CH2:22][CH2:21][C@@H:20]([N:23]([CH:25]([CH3:27])[CH3:26])[CH3:24])[CH2:19][C@H:18]2[NH:28]C(=O)OCC[Si](C)(C)C)[C:13]1=[O:38])=[O:10])[C:2]1[CH:7]=[CH:6][CH:5]=[CH:4][CH:3]=1.FC(F)(F)C(O)=O. (6) The product is [Br:20][C:15]1[CH:14]=[C:13]([C:12]2[C:7]3[N:6]=[CH:5][N:4]([CH:1]4[CH2:3][CH2:2]4)[C:8]=3[N:9]=[N:10][CH:11]=2)[CH:18]=[CH:17][C:16]=1[F:19]. No catalyst specified. The yield is 0.250. The reactants are [CH:1]1([N:4]2[C:8]3[N:9]=[N:10][CH:11]=[C:12]([C:13]4[CH:18]=[CH:17][C:16]([F:19])=[CH:15][CH:14]=4)[C:7]=3[N:6]=[CH:5]2)[CH2:3][CH2:2]1.[Br:20]N1C(C)(C)C(=O)N(Br)C1=O. (7) The reactants are Br[CH2:2]/[CH:3]=[CH:4]/[C:5]([NH:7][C:8]1[CH:9]=[C:10]2[C:15](=[CH:16][C:17]=1[O:18][CH2:19][CH3:20])[N:14]=[CH:13][N:12]=[C:11]2[NH:21][C:22]1[CH:27]=[CH:26][C:25]([Cl:28])=[C:24]([Cl:29])[C:23]=1[F:30])=[O:6].Cl.[O:32]1[C@H:37]2[CH2:38][NH:39][CH2:40][C@H:36]2[O:35][CH2:34][CH2:33]1.CCN(C(C)C)C(C)C.O. The catalyst is CC(N(C)C)=O. The product is [Cl:29][C:24]1[C:23]([F:30])=[C:22]([NH:21][C:11]2[C:10]3[C:15](=[CH:16][C:17]([O:18][CH2:19][CH3:20])=[C:8]([NH:7][C:5](=[O:6])/[CH:4]=[CH:3]/[CH2:2][N:39]4[CH2:38][C@H:37]5[O:32][CH2:33][CH2:34][O:35][C@H:36]5[CH2:40]4)[CH:9]=3)[N:14]=[CH:13][N:12]=2)[CH:27]=[CH:26][C:25]=1[Cl:28]. The yield is 0.400.